This data is from Cav3 T-type calcium channel HTS with 100,875 compounds. The task is: Binary Classification. Given a drug SMILES string, predict its activity (active/inactive) in a high-throughput screening assay against a specified biological target. (1) The molecule is O(c1c(OC)cc(cc1)/C=C(\C(OCC)=O)C#N)CC(=O)Nc1ccc(OC)cc1. The result is 0 (inactive). (2) The compound is OCCNc1nc(N2CCCC2)nc(N2CCCC2)n1. The result is 0 (inactive). (3) The compound is Clc1cc(NC(=O)C2CCCN(C2)c2n3ncnc3nc(c2)C)c(OC)cc1. The result is 0 (inactive). (4) The molecule is Brc1c(CO\N=C/Cc2snc(Sc3ncc(cc3Cl)C(F)(F)F)c2C#N)cccc1. The result is 0 (inactive). (5) The molecule is Clc1cc(Oc2n(nc(c2C(=O)Nc2ccc(F)cc2)C)C)ccc1. The result is 0 (inactive). (6) The molecule is S\1C(CC(=O)Nc2c(F)cccc2)C(=O)N(C1=N\C)C. The result is 0 (inactive). (7) The molecule is Clc1c(OCC(O)=O)c(Cl)ccc1. The result is 0 (inactive). (8) The drug is Clc1cc([N+]([O-])=O)c(NCCCNS(=O)(=O)C)cc1. The result is 0 (inactive). (9) The compound is O=C(NC1CCCCC1)C1(NC(=O)C2NC(=O)CC2)CCCCC1. The result is 0 (inactive). (10) The compound is Clc1ccc(CNC(=O)C(N2S(=O)(=O)c3c(C(CC2)=C)cccc3)Cc2ccccc2)cc1. The result is 0 (inactive).